Dataset: Full USPTO retrosynthesis dataset with 1.9M reactions from patents (1976-2016). Task: Predict the reactants needed to synthesize the given product. (1) The reactants are: [C:1]([Mg]Br)#[C:2][CH3:3].[OH:6][C:7]1[CH:23]=[CH:22][C:10]([CH:11]=[C:12]2[C:17](=[O:18])[O:16][C:15]([CH3:20])([CH3:19])[O:14][C:13]2=[O:21])=[CH:9][CH:8]=1.[Cl-].[NH4+].CCCCCC. Given the product [OH:6][C:7]1[CH:8]=[CH:9][C:10]([CH:11]([CH:12]2[C:13](=[O:21])[O:14][C:15]([CH3:20])([CH3:19])[O:16][C:17]2=[O:18])[C:1]#[C:2][CH3:3])=[CH:22][CH:23]=1, predict the reactants needed to synthesize it. (2) Given the product [CH2:29]([O:31][CH2:32][CH2:33][NH:34][C:12]([C:10]1[CH:9]=[CH:8][C:7]2[N:3]([CH2:1][CH3:2])[C:4]([NH:15][C:16]3[S:17][C:18]4[CH:24]=[C:23]([C:25]([F:26])([F:28])[F:27])[CH:22]=[CH:21][C:19]=4[N:20]=3)=[N:5][C:6]=2[CH:11]=1)=[O:14])[CH3:30], predict the reactants needed to synthesize it. The reactants are: [CH2:1]([N:3]1[C:7]2[CH:8]=[CH:9][C:10]([C:12]([OH:14])=O)=[CH:11][C:6]=2[N:5]=[C:4]1[NH:15][C:16]1[S:17][C:18]2[CH:24]=[C:23]([C:25]([F:28])([F:27])[F:26])[CH:22]=[CH:21][C:19]=2[N:20]=1)[CH3:2].[CH2:29]([O:31][CH2:32][CH2:33][NH2:34])[CH3:30].CN(C(ON1N=NC2C=CC=CC1=2)=[N+](C)C)C.F[P-](F)(F)(F)(F)F.CCN(C(C)C)C(C)C. (3) The reactants are: [CH3:1][C:2]1[N:3]=[N:4][N:5]([CH3:43])[C:6]=1[C:7]1[CH:19]=[N:18][C:17]2[C:16]3[CH:15]=[CH:14][C:13]([NH:20][C:21](=[O:29])[O:22][CH2:23][CH2:24]C(F)(F)F)=[CH:12][C:11]=3[N:10]([C@@H:30]([CH:37]3[CH2:42][CH2:41][O:40][CH2:39][CH2:38]3)[C:31]3[CH:36]=[CH:35][CH:34]=[CH:33][CH:32]=3)[C:9]=2[CH:8]=1.[CH3:44]C(O)C.C(O)(C(F)(F)F)=O. Given the product [CH3:1][C:2]1[N:3]=[N:4][N:5]([CH3:43])[C:6]=1[C:7]1[CH:19]=[N:18][C:17]2[C:16]3[CH:15]=[CH:14][C:13]([NH:20][C:21](=[O:29])[O:22][CH:23]([CH3:44])[CH3:24])=[CH:12][C:11]=3[N:10]([C@@H:30]([CH:37]3[CH2:42][CH2:41][O:40][CH2:39][CH2:38]3)[C:31]3[CH:32]=[CH:33][CH:34]=[CH:35][CH:36]=3)[C:9]=2[CH:8]=1, predict the reactants needed to synthesize it. (4) Given the product [NH2:28][CH:10]1[N:9]=[C:8]([C:3]2[CH:4]=[CH:5][CH:6]=[CH:7][C:2]=2[F:1])[C:14]2[CH:15]=[CH:16][CH:17]=[C:18]([CH3:19])[C:13]=2[N:12]([CH2:20][C:21]([C:23]([CH3:25])([CH3:24])[CH3:26])=[O:22])[C:11]1=[O:27], predict the reactants needed to synthesize it. The reactants are: [F:1][C:2]1[CH:7]=[CH:6][CH:5]=[CH:4][C:3]=1[C:8]1[C:14]2[CH:15]=[CH:16][CH:17]=[C:18]([CH3:19])[C:13]=2[N:12]([CH2:20][C:21]([C:23]([CH3:26])([CH3:25])[CH3:24])=[O:22])[C:11](=[O:27])[CH:10]([NH:28]C(OC(C)(C)C)=O)[N:9]=1.Cl.C(=O)(O)[O-].[Na+]. (5) Given the product [CH2:1]([N:8]1[C:12]2[CH:13]=[C:14]([NH:21][CH:22]3[CH2:27][CH2:26][N:25]([S:30]([CH3:29])(=[O:32])=[O:31])[CH2:24][CH2:23]3)[C:15]3[N:16]([C:17]([CH3:20])=[N:18][N:19]=3)[C:11]=2[CH:10]=[C:9]1[CH3:28])[C:2]1[CH:3]=[CH:4][CH:5]=[CH:6][CH:7]=1, predict the reactants needed to synthesize it. The reactants are: [CH2:1]([N:8]1[C:12]2[CH:13]=[C:14]([NH:21][CH:22]3[CH2:27][CH2:26][NH:25][CH2:24][CH2:23]3)[C:15]3[N:16]([C:17]([CH3:20])=[N:18][N:19]=3)[C:11]=2[CH:10]=[C:9]1[CH3:28])[C:2]1[CH:7]=[CH:6][CH:5]=[CH:4][CH:3]=1.[CH3:29][S:30](Cl)(=[O:32])=[O:31].C(N(CC)CC)C. (6) Given the product [CH3:1][O:2][C:3]1[CH:11]=[C:10]2[C:6]([C:7](=[N:13][N:14]=[CH:15][C:16]3[NH:20][C:19]([CH3:21])=[C:18]([C:22]([NH:24][CH2:25][CH2:26][CH2:27][CH2:28][CH2:29][C:30]([NH:52][C:51]4[CH:50]=[CH:49][CH:48]=[CH:47][C:55]=4[NH2:54])=[O:31])=[O:23])[C:17]=3[CH3:33])[C:8](=[O:12])[NH:9]2)=[CH:5][CH:4]=1, predict the reactants needed to synthesize it. The reactants are: [CH3:1][O:2][C:3]1[CH:11]=[C:10]2[C:6]([C:7](=[N:13][N:14]=[CH:15][C:16]3[NH:20][C:19]([CH3:21])=[C:18]([C:22]([NH:24][CH2:25][CH2:26][CH2:27][CH2:28][CH2:29][C:30](O)=[O:31])=[O:23])[C:17]=3[CH3:33])[C:8](=[O:12])[NH:9]2)=[CH:5][CH:4]=1.Cl.C(N=C=NCCCN(C)C)C.O[C:47]1[C:55]2[N:54]=N[NH:52][C:51]=2[CH:50]=[CH:49][CH:48]=1.C(N(CC)CC)C.C1(N)C=CC=CC=1N.